Dataset: Full USPTO retrosynthesis dataset with 1.9M reactions from patents (1976-2016). Task: Predict the reactants needed to synthesize the given product. (1) Given the product [NH2:8][C:7]1[CH:9]=[C:3]([N:2]([CH3:13])[CH3:1])[CH:4]=[CH:5][C:6]=1[NH2:10], predict the reactants needed to synthesize it. The reactants are: [CH3:1][N:2]([CH3:13])[C:3]1[CH:4]=[CH:5][C:6]([N+:10]([O-])=O)=[C:7]([CH:9]=1)[NH2:8]. (2) Given the product [Cl:1][C:2]1[CH:3]=[CH:4][C:5]([C@H:8]2[C@@H:12]([C:13]3[CH:18]=[CH:17][C:16]([Cl:19])=[CH:15][CH:14]=3)[N:11]([C:20]([N:44]3[CH2:45][CH2:46][N:41]([CH2:40][C:39]([N:33]4[CH2:34][CH2:35][O:36][CH2:37][CH2:38]4)=[O:47])[CH2:42][CH2:43]3)=[O:21])[C:10]([C:23]3[C:24]([O:30][CH2:31][CH3:32])=[N:25][C:26]([CH3:29])=[N:27][CH:28]=3)=[N:9]2)=[CH:6][CH:7]=1, predict the reactants needed to synthesize it. The reactants are: [Cl:1][C:2]1[CH:7]=[CH:6][C:5]([CH:8]2[CH:12]([C:13]3[CH:18]=[CH:17][C:16]([Cl:19])=[CH:15][CH:14]=3)[N:11]([C:20](Cl)=[O:21])[C:10]([C:23]3[C:24]([O:30][CH2:31][CH3:32])=[N:25][C:26]([CH3:29])=[N:27][CH:28]=3)=[N:9]2)=[CH:4][CH:3]=1.[N:33]1([C:39](=[O:47])[CH2:40][N:41]2[CH2:46][CH2:45][NH:44][CH2:43][CH2:42]2)[CH2:38][CH2:37][O:36][CH2:35][CH2:34]1. (3) The reactants are: [F:1][C:2]1[CH:3]=[C:4]([CH:7]=[CH:8][C:9]=1[CH3:10])[CH:5]=O.C(O)(=O)[CH2:12][C:13]([OH:15])=[O:14]. Given the product [F:1][C:2]1[CH:3]=[C:4]([CH:5]=[CH:12][C:13]([OH:15])=[O:14])[CH:7]=[CH:8][C:9]=1[CH3:10], predict the reactants needed to synthesize it. (4) Given the product [CH:13]1([NH:12][C:3]2[C:2]([N:21]3[CH2:20][CH2:19][N:18]([C:23]([O:25][C:26]([CH3:29])([CH3:28])[CH3:27])=[O:24])[CH:17]([CH3:16])[CH2:22]3)=[N:11][C:10]3[C:5]([N:4]=2)=[CH:6][CH:7]=[CH:8][CH:9]=3)[CH2:15][CH2:14]1, predict the reactants needed to synthesize it. The reactants are: Cl[C:2]1[C:3]([NH:12][CH:13]2[CH2:15][CH2:14]2)=[N:4][C:5]2[C:10]([N:11]=1)=[CH:9][CH:8]=[CH:7][CH:6]=2.[CH3:16][CH:17]1[CH2:22][NH:21][CH2:20][CH2:19][N:18]1[C:23]([O:25][C:26]([CH3:29])([CH3:28])[CH3:27])=[O:24].C(N(C(C)C)C(C)C)C.